Dataset: Peptide-MHC class II binding affinity with 134,281 pairs from IEDB. Task: Regression. Given a peptide amino acid sequence and an MHC pseudo amino acid sequence, predict their binding affinity value. This is MHC class II binding data. (1) The peptide sequence is ELEKYQQLDSERGVPN. The MHC is DRB1_0401 with pseudo-sequence DRB1_0401. The binding affinity (normalized) is 0.652. (2) The peptide sequence is IIIDSKDTERQLAAM. The MHC is DRB1_0301 with pseudo-sequence DRB1_0301. The binding affinity (normalized) is 0.587. (3) The peptide sequence is VKLSALTLKGTSYKI. The MHC is DRB1_0405 with pseudo-sequence DRB1_0405. The binding affinity (normalized) is 0.0120. (4) The peptide sequence is LPRLIAFTSEHSHFS. The MHC is DRB4_0101 with pseudo-sequence DRB4_0103. The binding affinity (normalized) is 0.684.